Task: Regression. Given two drug SMILES strings and cell line genomic features, predict the synergy score measuring deviation from expected non-interaction effect.. Dataset: NCI-60 drug combinations with 297,098 pairs across 59 cell lines Drug 1: C1CCC(CC1)NC(=O)N(CCCl)N=O. Drug 2: CC1=C2C(C(=O)C3(C(CC4C(C3C(C(C2(C)C)(CC1OC(=O)C(C(C5=CC=CC=C5)NC(=O)C6=CC=CC=C6)O)O)OC(=O)C7=CC=CC=C7)(CO4)OC(=O)C)O)C)OC(=O)C. Cell line: OVCAR-5. Synergy scores: CSS=48.2, Synergy_ZIP=-0.109, Synergy_Bliss=1.13, Synergy_Loewe=-21.2, Synergy_HSA=0.868.